From a dataset of Reaction yield outcomes from USPTO patents with 853,638 reactions. Predict the reaction yield, written as a fraction of the theoretical maximum amount of product (1.0 means a 100% yield; for example, 0.34 means a 34% yield). (1) The reactants are C([N:8]1[CH2:14][C:13]2[N:15]=[C:16]([Br:24])[C:17]([N:19]([CH3:23])[CH:20]([CH3:22])[CH3:21])=[N:18][C:12]=2[O:11][CH2:10][CH2:9]1)C1C=CC=CC=1.[Cl:25]C(OC(Cl)C)=O. The catalyst is C1(C)C=CC=CC=1. The product is [ClH:25].[Br:24][C:16]1[C:17]([N:19]([CH3:23])[CH:20]([CH3:21])[CH3:22])=[N:18][C:12]2[O:11][CH2:10][CH2:9][NH:8][CH2:14][C:13]=2[N:15]=1. The yield is 0.560. (2) The reactants are [CH3:1][O:2][C:3]1[CH:4]=[C:5]2[C:9](=[CH:10][C:11]=1[O:12][CH3:13])[CH2:8][C:7]([C:14]([NH:16][C:17]1[CH:26]=[CH:25][CH:24]=[CH:23][C:18]=1[C:19]([O:21]C)=[O:20])=[O:15])=[CH:6]2.[OH-].[Na+]. The catalyst is C1COCC1.CO. The product is [CH3:1][O:2][C:3]1[CH:4]=[C:5]2[C:9](=[CH:10][C:11]=1[O:12][CH3:13])[CH2:8][C:7]([C:14]([NH:16][C:17]1[CH:26]=[CH:25][CH:24]=[CH:23][C:18]=1[C:19]([OH:21])=[O:20])=[O:15])=[CH:6]2. The yield is 0.870. (3) The reactants are [OH:1][C:2]1[CH:27]=[CH:26][CH:25]=[CH:24][C:3]=1[CH2:4][NH:5][C:6]([NH:8][C:9]1[N:13]([C:14]2[CH:15]=[N:16][CH:17]=[CH:18][CH:19]=2)[N:12]=[C:11]([C:20]([CH3:23])([CH3:22])[CH3:21])[CH:10]=1)=[O:7].[Cl:28][C:29]1[N:34]=[C:33](Cl)[CH:32]=[CH:31][N:30]=1.[OH-].[Na+]. The catalyst is CC(C)=O. The product is [Cl:28][C:29]1[N:34]=[C:33]([O:1][C:2]2[CH:27]=[CH:26][CH:25]=[CH:24][C:3]=2[CH2:4][NH:5][C:6]([NH:8][C:9]2[N:13]([C:14]3[CH:15]=[N:16][CH:17]=[CH:18][CH:19]=3)[N:12]=[C:11]([C:20]([CH3:22])([CH3:23])[CH3:21])[CH:10]=2)=[O:7])[CH:32]=[CH:31][N:30]=1. The yield is 0.750.